From a dataset of Forward reaction prediction with 1.9M reactions from USPTO patents (1976-2016). Predict the product of the given reaction. Given the reactants [NH:1]1[C:5]2=[N:6][CH:7]=[CH:8][CH:9]=[C:4]2[CH:3]=[C:2]1[C:10]([NH2:12])=O.N#N.[H-].[H-].[H-].[H-].[Li+].[Al+3], predict the reaction product. The product is: [NH:1]1[C:5]2=[N:6][CH:7]=[CH:8][CH:9]=[C:4]2[CH:3]=[C:2]1[CH2:10][NH2:12].